This data is from Full USPTO retrosynthesis dataset with 1.9M reactions from patents (1976-2016). The task is: Predict the reactants needed to synthesize the given product. (1) Given the product [Cl:12][C:13]1[CH:18]=[C:17]([Cl:19])[CH:16]=[CH:15][C:14]=1[C:2]1[CH:3]=[CH:4][C:5]([CH2:10][CH3:11])=[C:6]([CH:7]=[O:8])[CH:9]=1, predict the reactants needed to synthesize it. The reactants are: Br[C:2]1[CH:3]=[CH:4][C:5]([CH2:10][CH3:11])=[C:6]([CH:9]=1)[CH:7]=[O:8].[Cl:12][C:13]1[CH:18]=[C:17]([Cl:19])[CH:16]=[CH:15][C:14]=1B(O)O.C(=O)([O-])[O-].[Na+].[Na+]. (2) Given the product [F:4][C:3]([F:6])([F:5])[C:1]([OH:7])=[O:2].[Br:8][C:9]1[C:10]([NH:16][C:17](=[O:29])[C:18]([CH3:19])([NH:21][CH2:22][CH2:43][CH:40]2[CH2:41][CH2:42][O:37][CH2:38][CH2:39]2)[CH3:20])=[N:11][CH:12]=[C:13]([Br:15])[N:14]=1, predict the reactants needed to synthesize it. The reactants are: [C:1]([OH:7])([C:3]([F:6])([F:5])[F:4])=[O:2].[Br:8][C:9]1[C:10]([NH:16][C:17](=[O:29])[C:18]([NH:21][C:22](=O)OC(C)(C)C)([CH3:20])[CH3:19])=[N:11][CH:12]=[C:13]([Br:15])[N:14]=1.S([O-])([O-])(=O)=O.[Na+].[Na+].[O:37]1[CH2:42][CH2:41][CH:40]([CH2:43]C=O)[CH2:39][CH2:38]1.C(O[BH-](OC(=O)C)OC(=O)C)(=O)C.[Na+]. (3) Given the product [C:1]1([C:14]2[CH:15]=[CH:16][CH:17]=[CH:18][CH:19]=2)[CH:6]=[CH:5][CH:4]=[CH:3][C:2]=1[CH:7]([CH3:13])[C:8]([OH:10])=[O:9], predict the reactants needed to synthesize it. The reactants are: [C:1]1([C:14]2[CH:19]=[CH:18][CH:17]=[CH:16][CH:15]=2)[CH:6]=[CH:5][CH:4]=[CH:3][C:2]=1[CH:7]([CH3:13])[C:8]([O:10]CC)=[O:9].O.[OH-].[Li+]. (4) The reactants are: O[C@@H](C1C=CC=CC=1)C([O:5][C@@H:6]1[C@@H:11]([C:12]2[CH:17]=[CH:16][C:15]([O:18][CH3:19])=[CH:14][CH:13]=2)[C@H:10]([CH2:20][O:21][C:22]([C:35]2[CH:40]=[CH:39][CH:38]=[CH:37][CH:36]=2)([C:29]2[CH:34]=[CH:33][CH:32]=[CH:31][CH:30]=2)[C:23]2[CH:28]=[CH:27][CH:26]=[CH:25][CH:24]=2)[CH2:9][N:8]([CH2:41][C:42]2[CH:47]=[CH:46][CH:45]=[CH:44][CH:43]=2)[CH2:7]1)=O.C(=O)([O-])[O-].[Na+].[Na+]. Given the product [CH2:41]([N:8]1[CH2:9][C@@H:10]([CH2:20][O:21][C:22]([C:35]2[CH:36]=[CH:37][CH:38]=[CH:39][CH:40]=2)([C:23]2[CH:28]=[CH:27][CH:26]=[CH:25][CH:24]=2)[C:29]2[CH:34]=[CH:33][CH:32]=[CH:31][CH:30]=2)[C@H:11]([C:12]2[CH:17]=[CH:16][C:15]([O:18][CH3:19])=[CH:14][CH:13]=2)[C@@H:6]([OH:5])[CH2:7]1)[C:42]1[CH:47]=[CH:46][CH:45]=[CH:44][CH:43]=1, predict the reactants needed to synthesize it.